The task is: Predict the reaction yield, written as a fraction of the theoretical maximum amount of product (1.0 means a 100% yield; for example, 0.34 means a 34% yield).. This data is from Reaction yield outcomes from USPTO patents with 853,638 reactions. (1) The reactants are CO.[Li+].[BH4-].[Br:5][CH2:6][CH2:7][CH2:8][CH2:9][C:10]([CH3:23])([C:16]1[CH:21]=[CH:20][C:19]([CH3:22])=[CH:18][CH:17]=1)[C:11](OCC)=[O:12].[NH4+].[Cl-]. The catalyst is C(Cl)Cl. The product is [Br:5][CH2:6][CH2:7][CH2:8][CH2:9][C:10]([CH3:23])([C:16]1[CH:21]=[CH:20][C:19]([CH3:22])=[CH:18][CH:17]=1)[CH2:11][OH:12]. The yield is 0.962. (2) The reactants are [CH3:1][N:2]([CH2:15][C:16]#[CH:17])[C:3](=[O:14])[O:4][CH2:5][C@H:6]([NH2:13])[C:7]1[CH:12]=[CH:11][CH:10]=[CH:9][CH:8]=1.CCN(CC)CC.[Cl:25][CH2:26][C:27](Cl)=[O:28]. The catalyst is C(Cl)Cl. The product is [CH3:1][N:2]([CH2:15][C:16]#[CH:17])[C:3](=[O:14])[O:4][CH2:5][C@H:6]([NH:13][C:27](=[O:28])[CH2:26][Cl:25])[C:7]1[CH:12]=[CH:11][CH:10]=[CH:9][CH:8]=1. The yield is 0.960.